From a dataset of Choline transporter screen with 302,306 compounds. Binary Classification. Given a drug SMILES string, predict its activity (active/inactive) in a high-throughput screening assay against a specified biological target. (1) The compound is O1C2(OCC1)CCN(CC2)c1nc(nc2n(nnc12)Cc1ccccc1)CC. The result is 0 (inactive). (2) The result is 0 (inactive). The drug is s1c(C(Oc2cc3c(c(oc3cc2)C)C(OCC)=O)=O)ccc1. (3) The compound is Clc1ccc(OCC(=O)Nc2cc(C3=NOC4(CN(C(=O)C5(CC5)C)C(C4)C(=O)N)C3)ccc2)cc1. The result is 0 (inactive). (4) The compound is S(=O)(=O)(c1cc(SSc2cc(S(=O)(=O)C)ccc2N)c(N)cc1)C. The result is 0 (inactive). (5) The molecule is s1c(N(C(=O)CN2CCOCC2)CC=C)nc(c1c1ccccc1)C. The result is 0 (inactive). (6) The compound is S(CCOc1ccc(cc1)C)c1[nH]c2c(n1)ncnc2N. The result is 0 (inactive).